This data is from Forward reaction prediction with 1.9M reactions from USPTO patents (1976-2016). The task is: Predict the product of the given reaction. Given the reactants [NH:1]1[CH:5]=[CH:4][C:3](B(O)O)=[N:2]1.Br[C:10]1[CH:15]=[CH:14][C:13]([NH:16][C:17]([N:19]2[CH2:27][C:26]3[C:21](=[CH:22][CH:23]=[CH:24][CH:25]=3)[CH2:20]2)=[O:18])=[CH:12][CH:11]=1.Br[C:29]1[CH:30]=[C:31]2[C:35](=[CH:36][CH:37]=1)CN(C(N[C:37]1[CH:36]=[CH:35][C:31]([C:32](=O)NCCC)=[CH:30][CH:29]=1)=O)[CH2:32]2, predict the reaction product. The product is: [CH2:32]([N:1]1[CH:5]=[C:4]([C:10]2[CH:15]=[CH:14][C:13]([NH:16][C:17]([N:19]3[CH2:27][C:26]4[C:21](=[CH:22][CH:23]=[CH:24][CH:25]=4)[CH2:20]3)=[O:18])=[CH:12][CH:11]=2)[CH:3]=[N:2]1)[C:31]1[CH:35]=[CH:36][CH:37]=[CH:29][CH:30]=1.